From a dataset of Catalyst prediction with 721,799 reactions and 888 catalyst types from USPTO. Predict which catalyst facilitates the given reaction. (1) Reactant: C(O)(C(F)(F)F)=O.C(OC(=O)[NH:14][C@H:15]([C:17]1[N:21]([C:22]2[CH:23]=[N:24][N:25]([CH3:27])[CH:26]=2)[C:20]2[CH:28]=[C:29]([F:32])[CH:30]=[CH:31][C:19]=2[N:18]=1)[CH3:16])(C)(C)C. Product: [F:32][C:29]1[CH:30]=[CH:31][C:19]2[N:18]=[C:17]([C@@H:15]([NH2:14])[CH3:16])[N:21]([C:22]3[CH:23]=[N:24][N:25]([CH3:27])[CH:26]=3)[C:20]=2[CH:28]=1. The catalyst class is: 2. (2) The catalyst class is: 10. Reactant: Br[C:2]1[CH:35]=[CH:34][C:5]([CH2:6][O:7][C:8]2[CH:13]=[CH:12][CH:11]=[CH:10][C:9]=2[C:14]2[N:19]=[C:18]([N:20]3[C:24]([C:25]([F:28])([F:27])[F:26])=[C:23]([C:29]([O:31][CH2:32][CH3:33])=[O:30])[CH:22]=[N:21]3)[CH:17]=[CH:16][CH:15]=2)=[CH:4][CH:3]=1.[F:36][C:37]([F:50])([F:49])[C:38]1[CH:43]=[CH:42][C:41]([CH:44]=[CH:45]B(O)O)=[CH:40][CH:39]=1.C(=O)([O-])[O-].[Na+].[Na+]. Product: [F:26][C:25]([F:28])([F:27])[C:24]1[N:20]([C:18]2[CH:17]=[CH:16][CH:15]=[C:14]([C:9]3[CH:10]=[CH:11][CH:12]=[CH:13][C:8]=3[O:7][CH2:6][C:5]3[CH:34]=[CH:35][C:2](/[CH:45]=[CH:44]/[C:41]4[CH:40]=[CH:39][C:38]([C:37]([F:36])([F:49])[F:50])=[CH:43][CH:42]=4)=[CH:3][CH:4]=3)[N:19]=2)[N:21]=[CH:22][C:23]=1[C:29]([O:31][CH2:32][CH3:33])=[O:30]. (3) Reactant: Br[CH2:2][C:3]([C:5]1[C:10](=[O:11])[NH:9][C:8]([CH3:12])=[C:7]([C:13]([O:15][CH2:16][CH3:17])=[O:14])[CH:6]=1)=O.[CH3:18][NH:19][C:20]([NH2:22])=[S:21]. Product: [CH3:12][C:8]1[NH:9][C:10](=[O:11])[C:5]([C:3]2[N:22]=[C:20]([NH:19][CH3:18])[S:21][CH:2]=2)=[CH:6][C:7]=1[C:13]([O:15][CH2:16][CH3:17])=[O:14]. The catalyst class is: 14. (4) Reactant: Cl[C:2]1[N:7]=[C:6]([S:8][CH2:9][C:10]2[CH:11]=[C:12]([CH:16]=[CH:17][CH:18]=2)[C:13]([NH2:15])=[O:14])[C:5]([C:19]#[N:20])=[C:4]([C:21]2[CH:26]=[CH:25][C:24]([O:27][CH:28]3[CH2:32][CH2:31][O:30][CH2:29]3)=[CH:23][CH:22]=2)[C:3]=1[C:33]#[N:34].[NH:35]1[CH2:39][CH2:38][C@@H:37]([OH:40])[CH2:36]1. Product: [C:19]([C:5]1[C:6]([S:8][CH2:9][C:10]2[CH:11]=[C:12]([CH:16]=[CH:17][CH:18]=2)[C:13]([NH2:15])=[O:14])=[N:7][C:2]([N:35]2[CH2:39][CH2:38][C@@H:37]([OH:40])[CH2:36]2)=[C:3]([C:33]#[N:34])[C:4]=1[C:21]1[CH:22]=[CH:23][C:24]([O:27][CH:28]2[CH2:32][CH2:31][O:30][CH2:29]2)=[CH:25][CH:26]=1)#[N:20]. The catalyst class is: 1. (5) Reactant: [F:1][C:2]1[CH:3]=[C:4]([N:14]2[CH2:18][C@H:17]([CH2:19][NH:20][C:21](=[O:23])[CH3:22])[O:16][C:15]2=[O:24])[CH:5]=[CH:6][C:7]=1[N:8]1[CH2:12][CH2:11][CH:10]([OH:13])[CH2:9]1.C(N(CC)CC)C.[CH3:32][S:33](Cl)(=[O:35])=[O:34]. Product: [F:1][C:2]1[CH:3]=[C:4]([N:14]2[CH2:18][C@H:17]([CH2:19][NH:20][C:21](=[O:23])[CH3:22])[O:16][C:15]2=[O:24])[CH:5]=[CH:6][C:7]=1[N:8]1[CH2:12][CH2:11][CH:10]([O:13][S:33]([CH3:32])(=[O:35])=[O:34])[CH2:9]1. The catalyst class is: 4. (6) Reactant: Br[C:2]1[C:3](=[O:21])[C:4]([C:18]([OH:20])=[O:19])=[CH:5][N:6]([CH2:9][C:10]2[CH:15]=[CH:14][C:13]([C:16]#[N:17])=[CH:12][CH:11]=2)[C:7]=1[CH3:8].[F:22][C:23]([F:34])([F:33])[C:24]1[CH:25]=[C:26](B(O)O)[CH:27]=[CH:28][CH:29]=1.C([O-])([O-])=O.[Cs+].[Cs+]. Product: [C:16]([C:13]1[CH:14]=[CH:15][C:10]([CH2:9][N:6]2[C:7]([CH3:8])=[C:2]([C:28]3[CH:27]=[CH:26][CH:25]=[C:24]([C:23]([F:34])([F:33])[F:22])[CH:29]=3)[C:3](=[O:21])[C:4]([C:18]([OH:20])=[O:19])=[CH:5]2)=[CH:11][CH:12]=1)#[N:17]. The catalyst class is: 12. (7) Reactant: [N:1]12[CH2:8][CH2:7][CH:4]([CH2:5][CH2:6]1)[C@@H:3]([O:9][C:10]1[N:15]=[N:14][C:13]([C:16]3[CH:21]=[CH:20][C:19]([NH2:22])=[CH:18][CH:17]=3)=[CH:12][CH:11]=1)[CH2:2]2.[C:23]([S-:25])#[N:24].[K+].BrBr. Product: [N:1]12[CH2:8][CH2:7][CH:4]([CH2:5][CH2:6]1)[C@@H:3]([O:9][C:10]1[N:15]=[N:14][C:13]([C:16]3[CH:21]=[CH:20][C:19]4[N:22]=[C:23]([NH2:24])[S:25][C:18]=4[CH:17]=3)=[CH:12][CH:11]=1)[CH2:2]2. The catalyst class is: 52.